This data is from Full USPTO retrosynthesis dataset with 1.9M reactions from patents (1976-2016). The task is: Predict the reactants needed to synthesize the given product. (1) Given the product [C:15]1([C:21]2[C:25]3[N:26]=[C:27]([C:28]4[CH:29]=[CH:30][CH:31]=[CH:32][CH:33]=4)[C:39]4[CH:38]=[CH:37][CH:36]=[CH:35][C:34]=4[C:24]=3[NH:23][N:22]=2)[CH:20]=[CH:19][CH:18]=[CH:17][CH:16]=1, predict the reactants needed to synthesize it. The reactants are: O=P12OP3(OP(OP(O3)(O1)=O)(=O)O2)=O.[C:15]1([C:21]2[C:25]([NH:26][CH2:27][C:28]3[CH:33]=[CH:32][CH:31]=[CH:30][CH:29]=3)=[C:24]([C:34]3[CH:39]=[CH:38][CH:37]=[CH:36][CH:35]=3)[NH:23][N:22]=2)[CH:20]=[CH:19][CH:18]=[CH:17][CH:16]=1.P(Cl)(Cl)(Cl)=O.C(=O)([O-])O.[Na+]. (2) Given the product [Cl:1][C:2]1[N:10]=[C:9]2[C:5]([N:6]=[CH:7][N:8]2[C:14]2[CH:13]=[C:12]([CH3:21])[CH:17]=[CH:16][CH:15]=2)=[C:4]([Cl:11])[N:3]=1, predict the reactants needed to synthesize it. The reactants are: [Cl:1][C:2]1[N:10]=[C:9]2[C:5]([NH:6][CH:7]=[N:8]2)=[C:4]([Cl:11])[N:3]=1.[C:12]1([CH3:21])[CH:17]=[CH:16][CH:15]=[C:14](B(O)O)[CH:13]=1.N1C2C(=CC=C3C=2N=CC=C3)C=CC=1. (3) Given the product [F:1][C:2]1[CH:3]=[C:4]([CH2:5][OH:6])[CH:7]=[C:8]([F:11])[C:9]=1[F:10], predict the reactants needed to synthesize it. The reactants are: [F:1][C:2]1[CH:3]=[C:4]([CH:7]=[C:8]([F:11])[C:9]=1[F:10])[CH:5]=[O:6].O.[BH4-].[Na+]. (4) Given the product [CH2:7]([O:14][C:15]1[CH:20]=[CH:19][C:18]([CH2:21][CH2:22][C:23]([Cl:2])=[O:25])=[CH:17][CH:16]=1)[C:8]1[CH:13]=[CH:12][CH:11]=[CH:10][CH:9]=1, predict the reactants needed to synthesize it. The reactants are: P(Cl)(Cl)(Cl)(Cl)[Cl:2].[CH2:7]([O:14][C:15]1[CH:20]=[CH:19][C:18]([CH2:21][CH2:22][C:23]([OH:25])=O)=[CH:17][CH:16]=1)[C:8]1[CH:13]=[CH:12][CH:11]=[CH:10][CH:9]=1. (5) Given the product [CH3:10][O:11][C:12](=[O:22])[C@@H:13]1[CH2:17][C:16]([F:7])([CH2:18][CH:19]=[CH2:20])[CH2:15][NH:14]1, predict the reactants needed to synthesize it. The reactants are: CCN(S(F)(F)[F:7])CC.[CH3:10][O:11][C:12](=[O:22])[C@@H:13]1[CH2:17][C:16](O)([CH2:18][CH:19]=[CH2:20])[CH2:15][NH:14]1.